From a dataset of Catalyst prediction with 721,799 reactions and 888 catalyst types from USPTO. Predict which catalyst facilitates the given reaction. (1) Reactant: [SH2:1].[Cl:2][C:3]1[CH:8]=[CH:7][C:6]([C:9](=[O:12])[C:10]#[N:11])=[CH:5][CH:4]=1.C(N(CC)CC)C. Product: [O:12]=[C:9]([C:6]1[CH:5]=[CH:4][C:3]([Cl:2])=[CH:8][CH:7]=1)[C:10]([NH2:11])=[S:1]. The catalyst class is: 27. (2) Reactant: C[O:2][C:3](=[O:47])[C:4]1[CH:9]=[CH:8][C:7]([CH2:10][NH:11][C:12]([C:14]2[N:15]([CH:44]([CH3:46])[CH3:45])[C:16]([CH2:33][CH2:34][C@@H:35]([OH:43])[CH2:36][C@@H:37]([OH:42])[CH2:38][C:39]([OH:41])=[O:40])=[C:17]([C:26]3[CH:31]=[CH:30][C:29]([F:32])=[CH:28][CH:27]=3)[C:18]=2[C:19]2[CH:24]=[CH:23][C:22]([F:25])=[CH:21][CH:20]=2)=[O:13])=[CH:6][CH:5]=1.[OH-].[Na+].Cl. Product: [C:39]([CH2:38][C@H:37]([OH:42])[CH2:36][C@H:35]([OH:43])[CH2:34][CH2:33][C:16]1[N:15]([CH:44]([CH3:45])[CH3:46])[C:14]([C:12]([NH:11][CH2:10][C:7]2[CH:8]=[CH:9][C:4]([C:3]([OH:47])=[O:2])=[CH:5][CH:6]=2)=[O:13])=[C:18]([C:19]2[CH:20]=[CH:21][C:22]([F:25])=[CH:23][CH:24]=2)[C:17]=1[C:26]1[CH:27]=[CH:28][C:29]([F:32])=[CH:30][CH:31]=1)([OH:41])=[O:40]. The catalyst class is: 5. (3) Reactant: F[C:2]1[CH:7]=[C:6]([N+:8]([O-:10])=[O:9])[CH:5]=[C:4]([I:11])[CH:3]=1.C([O-])([O-])=O.[K+].[K+].[NH:18]1[CH2:23][CH2:22][CH2:21][CH2:20][CH2:19]1. Product: [I:11][C:4]1[CH:3]=[C:2]([N:18]2[CH2:23][CH2:22][CH2:21][CH2:20][CH2:19]2)[CH:7]=[C:6]([N+:8]([O-:10])=[O:9])[CH:5]=1. The catalyst class is: 3. (4) Reactant: Cl[C:2]1[CH:7]=[CH:6][C:5]([OH:8])=[CH:4][C:3]=1[N+:9]([O-:11])=[O:10].C([O-])([O-])=O.[K+].[K+].Cl[CH2:19][O:20][CH3:21].[NH:22]1[CH2:27][CH2:26][CH2:25][CH2:24][CH2:23]1. Product: [CH3:19][O:20][CH2:21][O:8][C:5]1[CH:6]=[CH:7][C:2]([N:22]2[CH2:27][CH2:26][CH2:25][CH2:24][CH2:23]2)=[C:3]([N+:9]([O-:11])=[O:10])[CH:4]=1. The catalyst class is: 9. (5) Reactant: Br[C:2]1[CH:3]=[CH:4][C:5](/[CH:8]=[CH:9]/[CH:10]2[C:19]3[C:18](=[O:20])[CH2:17][C:16]([CH3:22])([CH3:21])[CH2:15][C:14]=3[NH:13][C:12]3[NH:23][N:24]=[CH:25][C:11]2=3)=[N:6][CH:7]=1.[CH2:26]1[CH:28]([CH2:29][C:30]([NH2:32])=[O:31])[CH2:27]1.[F:33][C:34]1[CH:35]=[C:36](B(O)O)[CH:37]=[CH:38][C:39]=1[F:40].[O-]P([O-])([O-])=O.[K+].[K+].[K+]. Product: [F:33][C:34]1[CH:35]=[C:36]([C:2]2[CH:3]=[CH:4][C:5](/[CH:8]=[CH:9]/[CH:10]3[C:19]4[C:18](=[O:20])[CH2:17][C:16]([CH3:22])([CH3:21])[CH2:15][C:14]=4[NH:13][C:12]4[NH:23][N:24]=[CH:25][C:11]3=4)=[N:6][CH:7]=2)[CH:37]=[CH:38][C:39]=1[F:40].[CH2:27]1[CH:28]([CH2:29][C:30]([NH2:32])=[O:31])[CH2:26]1. The catalyst class is: 140. (6) Reactant: [Br:1][C:2]1[CH:12]=[C:11]([F:13])[C:10]([N+:14]([O-:16])=[O:15])=[CH:9][C:3]=1[O:4]C(OC)=O.[OH-].[Na+]. Product: [Br:1][C:2]1[CH:12]=[C:11]([F:13])[C:10]([N+:14]([O-:16])=[O:15])=[CH:9][C:3]=1[OH:4]. The catalyst class is: 6. (7) Reactant: [C:1]([O:5][CH:6]([C:12]1[C:16](B2OC(C)(C)C(C)(C)O2)=[C:15]([Cl:26])[S:14][C:13]=1[CH3:27])[C:7]([O:9][CH2:10][CH3:11])=[O:8])([CH3:4])([CH3:3])[CH3:2].FC(F)(F)S(O[C:34]1[C:43]2[N:42]=[CH:41][CH:40]=[CH:39][C:38]=2[C:37]([CH3:45])([CH3:44])[CH2:36][CH:35]=1)(=O)=O.C(=O)([O-])[O-].[Cs+].[Cs+]. Product: [C:1]([O:5][CH:6]([C:12]1[C:16]([C:34]2[C:43]3[N:42]=[CH:41][CH:40]=[CH:39][C:38]=3[C:37]([CH3:45])([CH3:44])[CH2:36][CH:35]=2)=[C:15]([Cl:26])[S:14][C:13]=1[CH3:27])[C:7]([O:9][CH2:10][CH3:11])=[O:8])([CH3:2])([CH3:3])[CH3:4]. The catalyst class is: 423. (8) Reactant: [CH3:1][N:2]([CH3:11])[CH2:3][CH2:4][NH:5][CH2:6][C:7]([CH3:10])([NH2:9])[CH3:8].C1N=CN([C:17](N2C=NC=C2)=[O:18])C=1.CO. Product: [CH3:11][N:2]([CH3:1])[CH2:3][CH2:4][N:5]1[CH2:6][C:7]([CH3:8])([CH3:10])[NH:9][C:17]1=[O:18]. The catalyst class is: 2. (9) Reactant: Cl.C(OC(OCC)[N:6]1[C:14]2[C:9](=[CH:10][CH:11]=[CH:12][CH:13]=2)[C:8]([C:15]#[N:16])=[C:7]1[CH:17]=[O:18])C.C([O-])([O-])=O.[K+].[K+]. Product: [CH:17]([C:7]1[NH:6][C:14]2[C:9]([C:8]=1[C:15]#[N:16])=[CH:10][CH:11]=[CH:12][CH:13]=2)=[O:18]. The catalyst class is: 1. (10) Reactant: [F:1][C:2]1[CH:7]=[C:6]([F:8])[CH:5]=[CH:4][C:3]=1[N:9]1[C:13]([C:14]2[S:23][C:22]3[C:21]4[N:24]=[C:25]([NH:28]CC5C=CC(OC)=CC=5)[CH:26]=[CH:27][C:20]=4[O:19][CH2:18][CH2:17][C:16]=3[CH:15]=2)=[N:12][CH:11]=[N:10]1. Product: [F:1][C:2]1[CH:7]=[C:6]([F:8])[CH:5]=[CH:4][C:3]=1[N:9]1[C:13]([C:14]2[S:23][C:22]3[C:21]4[N:24]=[C:25]([NH2:28])[CH:26]=[CH:27][C:20]=4[O:19][CH2:18][CH2:17][C:16]=3[CH:15]=2)=[N:12][CH:11]=[N:10]1. The catalyst class is: 67.